From a dataset of Forward reaction prediction with 1.9M reactions from USPTO patents (1976-2016). Predict the product of the given reaction. Given the reactants [C:1]([N:5]1[C:9](=[O:10])[C:8]([NH:11][CH:12]2[CH2:17][CH2:16][NH:15][CH2:14][CH2:13]2)=[C:7]([C:18]2[CH:23]=[CH:22][CH:21]=[CH:20][CH:19]=2)[S:6]1(=[O:25])=[O:24])([CH3:4])([CH3:3])[CH3:2].Br[CH2:27][CH2:28][C:29]1[CH:34]=[CH:33][CH:32]=[CH:31][CH:30]=1, predict the reaction product. The product is: [C:1]([N:5]1[C:9](=[O:10])[C:8]([NH:11][CH:12]2[CH2:17][CH2:16][N:15]([CH2:27][CH2:28][C:29]3[CH:34]=[CH:33][CH:32]=[CH:31][CH:30]=3)[CH2:14][CH2:13]2)=[C:7]([C:18]2[CH:19]=[CH:20][CH:21]=[CH:22][CH:23]=2)[S:6]1(=[O:25])=[O:24])([CH3:4])([CH3:2])[CH3:3].